From a dataset of Full USPTO retrosynthesis dataset with 1.9M reactions from patents (1976-2016). Predict the reactants needed to synthesize the given product. (1) Given the product [CH:1](/[S:9]([NH:18][C:17]1[CH:19]=[CH:20][C:14]([Cl:13])=[CH:15][CH:16]=1)(=[O:11])=[O:10])=[CH:2]\[C:3]1[CH:8]=[CH:7][CH:6]=[CH:5][CH:4]=1, predict the reactants needed to synthesize it. The reactants are: [CH:1](/[S:9](Cl)(=[O:11])=[O:10])=[CH:2]\[C:3]1[CH:8]=[CH:7][CH:6]=[CH:5][CH:4]=1.[Cl:13][C:14]1[CH:20]=[CH:19][C:17]([NH2:18])=[CH:16][CH:15]=1. (2) The reactants are: [C:1]([O:5][C:6]([NH:8][C:9]1[CH:10]=[C:11]([CH:15]=[C:16]([S:18]([CH3:21])(=[O:20])=[O:19])[CH:17]=1)[C:12]([OH:14])=O)=[O:7])([CH3:4])([CH3:3])[CH3:2].C(N1C=CN=C1)(N1C=CN=C1)=O.C(N(CC)CC)C.[CH3:41][NH:42][O:43][CH3:44]. Given the product [C:1]([O:5][C:6](=[O:7])[NH:8][C:9]1[CH:10]=[C:11]([C:12](=[O:14])[N:42]([O:43][CH3:44])[CH3:41])[CH:15]=[C:16]([S:18]([CH3:21])(=[O:20])=[O:19])[CH:17]=1)([CH3:2])([CH3:3])[CH3:4], predict the reactants needed to synthesize it. (3) Given the product [ClH:46].[CH2:1]([O:5][C:6]([N:8]1[CH2:9][CH2:10][N:11]([C:14](=[O:45])[C@@H:15]([NH2:37])[CH2:16][CH2:17][CH2:18][O:19][Si:20]([C:33]([CH3:36])([CH3:35])[CH3:34])([C:27]2[CH:32]=[CH:31][CH:30]=[CH:29][CH:28]=2)[C:21]2[CH:26]=[CH:25][CH:24]=[CH:23][CH:22]=2)[CH2:12][CH2:13]1)=[O:7])[CH2:2][CH2:3][CH3:4], predict the reactants needed to synthesize it. The reactants are: [CH2:1]([O:5][C:6]([N:8]1[CH2:13][CH2:12][N:11]([C:14](=[O:45])[C@@H:15]([NH:37]C(OC(C)(C)C)=O)[CH2:16][CH2:17][CH2:18][O:19][Si:20]([C:33]([CH3:36])([CH3:35])[CH3:34])([C:27]2[CH:32]=[CH:31][CH:30]=[CH:29][CH:28]=2)[C:21]2[CH:26]=[CH:25][CH:24]=[CH:23][CH:22]=2)[CH2:10][CH2:9]1)=[O:7])[CH2:2][CH2:3][CH3:4].[ClH:46]. (4) Given the product [Cl:1][C:2]1[CH:7]=[CH:6][C:5]([C:8]2[O:9][C:10]3[CH:16]=[CH:15][C:14]([NH:17][C:18](=[S:32])[CH:19]([CH3:21])[CH3:20])=[CH:13][C:11]=3[N:12]=2)=[CH:4][CH:3]=1, predict the reactants needed to synthesize it. The reactants are: [Cl:1][C:2]1[CH:7]=[CH:6][C:5]([C:8]2[O:9][C:10]3[CH:16]=[CH:15][C:14]([NH:17][C:18](=O)[CH:19]([CH3:21])[CH3:20])=[CH:13][C:11]=3[N:12]=2)=[CH:4][CH:3]=1.COC1C=CC(P2(SP(C3C=CC(OC)=CC=3)(=S)S2)=[S:32])=CC=1. (5) Given the product [CH3:11][O:12][C:13]1[CH:22]=[C:21]2[C:16]([CH2:17][CH2:18][CH2:19][CH:20]2[NH2:10])=[CH:15][CH:14]=1, predict the reactants needed to synthesize it. The reactants are: O1C2CCCC([NH2:10])C=2C=C1.[CH3:11][O:12][C:13]1[CH:22]=[C:21]2[C:16]([CH2:17][CH2:18][CH:19]=[CH:20]2)=[CH:15][CH:14]=1. (6) Given the product [Cl:13][C:14]1[CH:19]=[C:18]([CH:24]([C:23]2[C:22]([F:21])=[CH:29][CH:28]=[CH:27][C:26]=2[F:30])[OH:25])[C:17]([Cl:20])=[CH:16][N:15]=1, predict the reactants needed to synthesize it. The reactants are: C([Li])CCC.C(NC(C)C)(C)C.[Cl:13][C:14]1[CH:19]=[CH:18][C:17]([Cl:20])=[CH:16][N:15]=1.[F:21][C:22]1[CH:29]=[CH:28][CH:27]=[C:26]([F:30])[C:23]=1[CH:24]=[O:25].Cl. (7) Given the product [F:28][C:25]1[CH:26]=[CH:27][C:22]2[C:16]3[C:15]([CH:13]([CH3:14])[N:12]([S:9]([C:5]4[CH:6]=[CH:7][CH:8]=[C:3]([O:2][CH3:1])[CH:4]=4)(=[O:11])=[O:10])[C:23]=2[CH:24]=1)=[CH:20][C:19]([F:21])=[CH:18][CH:17]=3, predict the reactants needed to synthesize it. The reactants are: [CH3:1][O:2][C:3]1[CH:4]=[C:5]([S:9]([NH:12][CH:13]([C:15]2[CH:20]=[C:19]([F:21])[CH:18]=[CH:17][C:16]=2[C:22]2[CH:27]=[CH:26][C:25]([F:28])=[CH:24][C:23]=2F)[CH3:14])(=[O:11])=[O:10])[CH:6]=[CH:7][CH:8]=1.C(=O)([O-])[O-].[K+].[K+].